From a dataset of Forward reaction prediction with 1.9M reactions from USPTO patents (1976-2016). Predict the product of the given reaction. (1) Given the reactants [NH2:1][C:2]1[CH:3]=[C:4]2[C:8](=[CH:9][CH:10]=1)[CH2:7][CH:6]([CH2:11][NH:12][C:13](=[O:16])[CH2:14][CH3:15])[CH2:5]2.[CH:17]([C:20]1[CH:25]=[CH:24][C:23]([S:26](Cl)(=[O:28])=[O:27])=[CH:22][CH:21]=1)([CH3:19])[CH3:18], predict the reaction product. The product is: [CH:17]([C:20]1[CH:25]=[CH:24][C:23]([S:26]([NH:1][C:2]2[CH:3]=[C:4]3[C:8](=[CH:9][CH:10]=2)[CH2:7][CH:6]([CH2:11][NH:12][C:13](=[O:16])[CH2:14][CH3:15])[CH2:5]3)(=[O:28])=[O:27])=[CH:22][CH:21]=1)([CH3:19])[CH3:18]. (2) Given the reactants [O:1]1[CH2:6][CH2:5][CH2:4][CH2:3][CH:2]1[N:7]1[C:11]2[CH:12]=[CH:13][C:14]([CH:16]=[N:17][CH3:18])=[CH:15][C:10]=2[N:9]=[CH:8]1.[BH4-].[Na+], predict the reaction product. The product is: [CH3:18][NH:17][CH2:16][C:14]1[CH:13]=[CH:12][C:11]2[N:7]([CH:2]3[CH2:3][CH2:4][CH2:5][CH2:6][O:1]3)[CH:8]=[N:9][C:10]=2[CH:15]=1. (3) Given the reactants [C:1]1([C:27]2[CH:32]=[CH:31][CH:30]=[CH:29][CH:28]=2)[CH:6]=[CH:5][C:4]([NH:7][C:8]2[CH:13]=[CH:12][C:11]([C:14]3[C:19]4[O:20][C:21]5[CH:26]=[CH:25][CH:24]=[CH:23][C:22]=5[C:18]=4[CH:17]=[CH:16][CH:15]=3)=[CH:10][CH:9]=2)=[CH:3][CH:2]=1.[Cl:33][C:34]1[CH:39]=[CH:38][CH:37]=[CH:36][C:35]=1I.C(P(C(C)(C)C)C(C)(C)C)(C)(C)C.CC(C)([O-])C.[Na+], predict the reaction product. The product is: [C:1]1([C:27]2[CH:28]=[CH:29][CH:30]=[CH:31][CH:32]=2)[CH:2]=[CH:3][C:4]([N:7]([C:37]2[CH:38]=[CH:39][C:34]([Cl:33])=[CH:35][CH:36]=2)[C:8]2[CH:13]=[CH:12][C:11]([C:14]3[C:19]4[O:20][C:21]5[CH:26]=[CH:25][CH:24]=[CH:23][C:22]=5[C:18]=4[CH:17]=[CH:16][CH:15]=3)=[CH:10][CH:9]=2)=[CH:5][CH:6]=1. (4) The product is: [ClH:39].[O:1]1[C:6]2[CH:7]=[CH:8][C:9]([CH2:11][NH:12][CH:20]3[CH2:25][CH2:24][N:23]([CH2:26][CH2:27][N:28]4[C:37]5[C:32](=[CH:33][CH:34]=[N:35][CH:36]=5)[CH:31]=[CH:30][C:29]4=[O:38])[CH2:22][CH2:21]3)=[CH:10][C:5]=2[O:4][CH2:3][CH2:2]1. Given the reactants [O:1]1[C:6]2[CH:7]=[CH:8][C:9]([CH2:11][N:12]([CH:20]3[CH2:25][CH2:24][N:23]([CH2:26][CH2:27][N:28]4[C:37]5[C:32](=[CH:33][CH:34]=[N:35][CH:36]=5)[CH:31]=[CH:30][C:29]4=[O:38])[CH2:22][CH2:21]3)C(=O)OC(C)(C)C)=[CH:10][C:5]=2[O:4][CH2:3][CH2:2]1.[ClH:39].C(OCC)(=O)C, predict the reaction product. (5) Given the reactants [CH3:1][C:2]([CH3:6])(O)[C:3]#[N:4].[NH2:7][CH2:8][CH2:9][CH2:10][OH:11], predict the reaction product. The product is: [OH:11][CH2:10][CH2:9][CH2:8][NH:7][C:2]([CH3:6])([CH3:1])[C:3]#[N:4]. (6) Given the reactants S(Cl)([Cl:3])=O.[Cl:5][C:6]1[C:15]([C:16](O)=[O:17])=[C:14]([S:19]([CH3:22])(=[O:21])=[O:20])[CH:13]=[CH:12][C:7]=1[C:8]([O:10][CH3:11])=[O:9], predict the reaction product. The product is: [Cl:5][C:6]1[C:15]([C:16]([Cl:3])=[O:17])=[C:14]([S:19]([CH3:22])(=[O:21])=[O:20])[CH:13]=[CH:12][C:7]=1[C:8]([O:10][CH3:11])=[O:9]. (7) Given the reactants [CH:1]1[CH:2]=[CH:3][C:4]([NH2:12])=[C:5]([C:7]([CH2:9][CH2:10][NH2:11])=[O:8])[CH:6]=1.[N+:13]([C:16]1[CH:21]=[C:20]([N+:22]([O-:24])=[O:23])[CH:19]=[CH:18][C:17]=1F)([O-:15])=[O:14].C([O-])(O)=O.[Na+], predict the reaction product. The product is: [NH2:12][C:4]1[CH:3]=[CH:2][CH:1]=[CH:6][C:5]=1[C:7]([CH:9]([C:17]1[CH:18]=[CH:19][C:20]([N+:22]([O-:24])=[O:23])=[CH:21][C:16]=1[N+:13]([O-:15])=[O:14])[CH2:10][NH2:11])=[O:8].